From a dataset of Reaction yield outcomes from USPTO patents with 853,638 reactions. Predict the reaction yield, written as a fraction of the theoretical maximum amount of product (1.0 means a 100% yield; for example, 0.34 means a 34% yield). The reactants are C(Cl)(=O)C.C(O)C.Cl.[CH3:9][O:10][C:11]1[CH:12]=[C:13]([NH:17]N)[CH:14]=[CH:15][CH:16]=1.O=[C:20]1[CH2:25][CH2:24][CH:23]([NH:26][C:27](=[O:31])[CH:28]([CH3:30])[CH3:29])[CH2:22][CH2:21]1. The catalyst is C(OCC)(=O)C. The product is [CH3:9][O:10][C:11]1[CH:12]=[C:13]2[C:14]([C:21]3[CH2:22][CH:23]([NH:26][C:27](=[O:31])[CH:28]([CH3:29])[CH3:30])[CH2:24][CH2:25][C:20]=3[NH:17]2)=[CH:15][CH:16]=1. The yield is 0.310.